From a dataset of Peptide-MHC class I binding affinity with 185,985 pairs from IEDB/IMGT. Regression. Given a peptide amino acid sequence and an MHC pseudo amino acid sequence, predict their binding affinity value. This is MHC class I binding data. (1) The peptide sequence is AYISSEATTPV. The MHC is Mamu-A2601 with pseudo-sequence Mamu-A2601. The binding affinity (normalized) is 0. (2) The peptide sequence is HVIYFTAFT. The MHC is HLA-A29:02 with pseudo-sequence HLA-A29:02. The binding affinity (normalized) is 0.0847.